The task is: Predict the reactants needed to synthesize the given product.. This data is from Full USPTO retrosynthesis dataset with 1.9M reactions from patents (1976-2016). Given the product [Br:1][C:2]1[CH:7]=[CH:6][CH:5]=[CH:4][C:3]=1[NH:8][C:9](=[O:17])[O:10][CH2:11][C@@H:12]1[CH2:16][CH2:15][N:14]([CH3:18])[CH2:13]1, predict the reactants needed to synthesize it. The reactants are: [Br:1][C:2]1[CH:7]=[CH:6][CH:5]=[CH:4][C:3]=1[NH:8][C:9](=[O:17])[O:10][CH2:11][C@@H:12]1[CH2:16][CH2:15][NH:14][CH2:13]1.[C:18](O)(=O)C.C=O.